From a dataset of Forward reaction prediction with 1.9M reactions from USPTO patents (1976-2016). Predict the product of the given reaction. (1) Given the reactants Cl[C:2]1[N:7]=[CH:6][N:5]=[C:4]([NH:8][C:9]2[CH:14]=[CH:13][C:12]([N:15]3[CH2:20][CH2:19][O:18][CH2:17][CH2:16]3)=[CH:11][CH:10]=2)[CH:3]=1.[CH2:21]([CH2:24][OH:25])[CH2:22][NH2:23].CCN(C(C)C)C(C)C, predict the reaction product. The product is: [O:18]1[CH2:19][CH2:20][N:15]([C:12]2[CH:13]=[CH:14][C:9]([NH:8][C:4]3[N:5]=[CH:6][N:7]=[C:2]([NH:23][CH2:22][CH2:21][CH2:24][OH:25])[CH:3]=3)=[CH:10][CH:11]=2)[CH2:16][CH2:17]1. (2) The product is: [CH:3]12[CH2:10][CH:9]3[CH2:8][CH:7]([CH2:6][CH:5]([CH2:11]3)[CH:4]1[NH:13][C:14]([C:16]1[CH:17]=[N:18][N:19]([C:25]3[CH:26]=[CH:27][C:28]([C:31]([OH:34])=[O:1])=[CH:29][CH:30]=3)[C:20]=1[C:21]([F:24])([F:23])[F:22])=[O:15])[CH2:12]2. Given the reactants [OH-:1].[Na+].[CH:3]12[CH2:12][CH:7]3[CH2:8][CH:9]([CH2:11][CH:5]([CH2:6]3)[CH:4]1[NH:13][C:14]([C:16]1[CH:17]=[N:18][N:19]([C:25]3[CH:30]=[CH:29][C:28]([C:31]#N)=[CH:27][CH:26]=3)[C:20]=1[C:21]([F:24])([F:23])[F:22])=[O:15])[CH2:10]2.C[OH:34], predict the reaction product. (3) Given the reactants [F:1][C:2]1[CH:3]=[CH:4][C:5]([N:8]([C:10]([C@@H:12]2[CH2:16][CH2:15][CH2:14][N:13]2[CH2:17][CH3:18])=O)N)=[N:6][CH:7]=1.C1C=CC(P(C2C=CC=CC=2)C2C=CC=CC=2)=CC=1.CC[N:40](CC)CC.ClC(Cl)(Cl)C(Cl)(Cl)Cl.N, predict the reaction product. The product is: [F:1][C:2]1[CH:3]=[CH:4][C:5]2[N:8]([C:10]([C@@H:12]3[CH2:16][CH2:15][CH2:14][N:13]3[CH2:17][CH3:18])=[N:40][N:6]=2)[CH:7]=1.